From a dataset of Catalyst prediction with 721,799 reactions and 888 catalyst types from USPTO. Predict which catalyst facilitates the given reaction. (1) Reactant: [F:1][C:2]1[CH:7]=[CH:6][C:5]([CH2:8][OH:9])=[CH:4][C:3]=1[N+:10]([O-])=O.[H][H]. Product: [NH2:10][C:3]1[CH:4]=[C:5]([CH2:8][OH:9])[CH:6]=[CH:7][C:2]=1[F:1]. The catalyst class is: 29. (2) Reactant: [NH2:1][C:2]1[NH:7][C:6](=O)[C:5]([N+:9]([O-:11])=[O:10])=[CH:4][N:3]=1.P(Cl)(Cl)([Cl:14])=O. Product: [Cl:14][CH:6]1[NH:7][C:2]([NH2:1])=[N:3][CH:4]=[C:5]1[N+:9]([O-:11])=[O:10]. The catalyst class is: 2. (3) Reactant: [Cl:1][C:2]1[CH:28]=[CH:27][CH:26]=[CH:25][C:3]=1[CH2:4][NH:5][C:6]([C:8]1[C:15](=[O:16])[N:11]2[CH2:12][CH2:13][CH2:14][N:10]2[C:9]=1[C:17]1[CH:22]=[CH:21][N:20]=[C:19](SC)[N:18]=1)=[O:7].O[O:30][S:31]([O-:33])=O.[K+].S([O-])(O[O-])(=O)=O.[K+].[K+].[C:43]([O-])(O)=O.[Na+]. Product: [Cl:1][C:2]1[CH:28]=[CH:27][CH:26]=[CH:25][C:3]=1[CH2:4][NH:5][C:6]([C:8]1[C:15](=[O:16])[N:11]2[CH2:12][CH2:13][CH2:14][N:10]2[C:9]=1[C:17]1[CH:22]=[CH:21][N:20]=[C:19]([S:31]([CH3:43])(=[O:33])=[O:30])[N:18]=1)=[O:7]. The catalyst class is: 87. (4) Reactant: [CH3:1][N:2]([CH2:4][CH:5]1[CH2:14][CH2:13][C:12]2[C:7](=[CH:8][CH:9]=[C:10]([OH:15])[CH:11]=2)[CH2:6]1)[CH3:3].[ClH:16].[Cl:17][CH2:18][C:19]1[CH:28]=[CH:27][C:26]2[C:21](=[CH:22][CH:23]=[CH:24][CH:25]=2)[N:20]=1.C(=O)([O-])[O-].[K+].[K+]. Product: [ClH:17].[ClH:16].[CH3:3][N:2]([CH2:4][CH:5]1[CH2:14][CH2:13][C:12]2[C:7](=[CH:8][CH:9]=[C:10]([O:15][CH2:18][C:19]3[CH:28]=[CH:27][C:26]4[C:21](=[CH:22][CH:23]=[CH:24][CH:25]=4)[N:20]=3)[CH:11]=2)[CH2:6]1)[CH3:1]. The catalyst class is: 18. (5) Reactant: [Cl:1][C:2]1[C:7]([Cl:8])=[CH:6][CH:5]=[CH:4][C:3]=1[CH:9]1[CH2:14][CH2:13][NH:12][CH2:11][CH2:10]1.C(=O)([O-])[O-:16].[K+].[K+].Br[CH2:22][CH:23]([CH3:25])[CH3:24]. The catalyst class is: 10. Product: [Cl:1][C:2]1[C:7]([Cl:8])=[CH:6][CH:5]=[CH:4][C:3]=1[C:9]1([OH:16])[CH2:14][CH2:13][N:12]([CH2:22][CH:23]([CH3:25])[CH3:24])[CH2:11][CH2:10]1. (6) Reactant: Br[C:2]1[CH:7]=[CH:6][C:5](Br)=[CH:4][CH:3]=1.C([Sn](CCCC)(CCCC)[C:14]1[O:15][CH:16]=[CH:17][CH:18]=1)CCC. Product: [O:15]1[CH:16]=[CH:17][CH:18]=[C:14]1[C:2]1[CH:7]=[CH:6][C:5]([C:16]2[O:15][CH:14]=[CH:18][CH:17]=2)=[CH:4][CH:3]=1. The catalyst class is: 6.